Dataset: Forward reaction prediction with 1.9M reactions from USPTO patents (1976-2016). Task: Predict the product of the given reaction. (1) Given the reactants [CH3:1][C:2]1[CH:7]=[C:6]([N+:8]([O-:10])=[O:9])[CH:5]=[C:4]([CH3:11])[C:3]=1[N:12]1[CH:17]=[CH:16][CH:15]=[C:14]([CH2:18][C:19](O)=[O:20])[C:13]1=[O:22].B, predict the reaction product. The product is: [CH3:11][C:4]1[CH:5]=[C:6]([N+:8]([O-:10])=[O:9])[CH:7]=[C:2]([CH3:1])[C:3]=1[N:12]1[CH:17]=[CH:16][CH:15]=[C:14]([CH2:18][CH2:19][OH:20])[C:13]1=[O:22]. (2) The product is: [C:1]([O:5][C:6]([NH:8][C@@H:9]([CH2:14][CH2:15][CH2:16][C@H:17]([CH2:27][CH2:28][S:29][CH3:30])[C@@H:18]([O:22][CH2:23][CH:24]([CH3:25])[CH3:26])[C@@H:19]([OH:21])[CH3:20])[C:10]([OH:12])=[O:11])=[O:7])([CH3:2])([CH3:4])[CH3:3]. Given the reactants [C:1]([O:5][C:6]([NH:8][C@@H:9]([CH2:14][CH2:15][CH2:16][C@H:17]([CH2:27][CH2:28][S:29][CH3:30])[C@@H:18]([O:22][CH2:23][CH:24]([CH3:26])[CH3:25])[C@@H:19]([OH:21])[CH3:20])[C:10]([O:12]C)=[O:11])=[O:7])([CH3:4])([CH3:3])[CH3:2], predict the reaction product. (3) Given the reactants [NH2:1][C:2]1[S:3][C:4]2[CH:10]=[CH:9][CH:8]=[CH:7][C:5]=2[N:6]=1.Cl[C:12]([O:14][C:15]1[CH:20]=[CH:19][C:18]([N+:21]([O-:23])=[O:22])=[CH:17][CH:16]=1)=[O:13].N1C=CC=CC=1, predict the reaction product. The product is: [S:3]1[C:4]2[CH:10]=[CH:9][CH:8]=[CH:7][C:5]=2[N:6]=[C:2]1[NH:1][C:12](=[O:13])[O:14][C:15]1[CH:16]=[CH:17][C:18]([N+:21]([O-:23])=[O:22])=[CH:19][CH:20]=1. (4) The product is: [CH:5]1([N:11]2[C:15]([CH:16]3[CH2:21][CH2:20][O:19][CH2:18][CH2:17]3)=[C:14]([C:22]3[O:26][N:25]=[C:24]([C:27]4[CH:28]=[CH:29][C:30]([CH2:31][NH:2][CH2:1][CH2:36][C:35]([OH:38])=[O:37])=[CH:33][CH:34]=4)[N:23]=3)[CH:13]=[N:12]2)[CH2:10][CH2:9][CH2:8][CH2:7][CH2:6]1. Given the reactants [C:1]([BH3-])#[N:2].[Na+].[CH:5]1([N:11]2[C:15]([CH:16]3[CH2:21][CH2:20][O:19][CH2:18][CH2:17]3)=[C:14]([C:22]3[O:26][N:25]=[C:24]([C:27]4[CH:34]=[CH:33][C:30]([CH:31]=O)=[CH:29][CH:28]=4)[N:23]=3)[CH:13]=[N:12]2)[CH2:10][CH2:9][CH2:8][CH2:7][CH2:6]1.[C:35]([OH:38])(=[O:37])[CH3:36], predict the reaction product. (5) Given the reactants C([SiH](CC)CC)C.[Cl:8][C:9]1[CH:32]=[CH:31][C:12]([CH2:13][N:14]2[CH:19]=[C:18]([CH:20](O)[C:21]3[CH:26]=[CH:25][CH:24]=[C:23]([O:27][CH3:28])[CH:22]=3)[CH:17]=[CH:16][C:15]2=[O:30])=[CH:11][CH:10]=1.CO, predict the reaction product. The product is: [CH3:28][O:27][C:23]1[CH:22]=[C:21]([CH:26]=[CH:25][CH:24]=1)[CH2:20][C:18]1[CH:17]=[CH:16][C:15](=[O:30])[N:14]([CH2:13][C:12]2[CH:11]=[CH:10][C:9]([Cl:8])=[CH:32][CH:31]=2)[CH:19]=1. (6) Given the reactants [CH2:1]([NH2:8])[C:2]1[CH:7]=[CH:6][CH:5]=[CH:4][CH:3]=1.[C:9]([C:12]1[CH:17]=[CH:16][CH:15]=[CH:14][CH:13]=1)(=[O:11])C, predict the reaction product. The product is: [CH:9](=[O:11])[C:12]1[CH:17]=[CH:16][CH:15]=[CH:14][CH:13]=1.[CH3:9][CH:1]([NH2:8])[C:2]1[CH:7]=[CH:6][CH:5]=[CH:4][CH:3]=1.